From a dataset of Reaction yield outcomes from USPTO patents with 853,638 reactions. Predict the reaction yield, written as a fraction of the theoretical maximum amount of product (1.0 means a 100% yield; for example, 0.34 means a 34% yield). (1) The reactants are [NH2:1][C:2]1[CH:3]=[CH:4][C:5]([CH3:21])=[C:6]([C:8]2[CH:13]=[CH:12][C:11]([C:14]([NH:16][CH2:17][CH:18]3[CH2:20][CH2:19]3)=[O:15])=[CH:10][CH:9]=2)[CH:7]=1.[CH3:22][C:23]1[O:24][C:25]([C:31]2[CH:36]=[CH:35][CH:34]=[CH:33][CH:32]=2)=[CH:26][C:27]=1[C:28](O)=[O:29]. The product is [CH:18]1([CH2:17][NH:16][C:14]([C:11]2[CH:12]=[CH:13][C:8]([C:6]3[C:5]([CH3:21])=[CH:4][CH:3]=[C:2]([NH:1][C:28]([C:27]4[CH:26]=[C:25]([C:31]5[CH:32]=[CH:33][CH:34]=[CH:35][CH:36]=5)[O:24][C:23]=4[CH3:22])=[O:29])[CH:7]=3)=[CH:9][CH:10]=2)=[O:15])[CH2:20][CH2:19]1. The catalyst is C1COCC1. The yield is 0.280. (2) The reactants are CNCCNC.[Cl:7][C:8]1[C:12]([NH:13][C:14](=[O:24])[CH2:15][CH2:16][S:17][CH2:18][CH2:19][C:20]([F:23])([F:22])[F:21])=[CH:11][NH:10][N:9]=1.C([O-])([O-])=O.[K+].[K+].Br[C:32]1[CH:33]=[N:34][CH:35]=[CH:36][CH:37]=1. The catalyst is [Cu]I.C(#N)C. The product is [Cl:7][C:8]1[C:12]([NH:13][C:14](=[O:24])[CH2:15][CH2:16][S:17][CH2:18][CH2:19][C:20]([F:21])([F:22])[F:23])=[CH:11][N:10]([C:32]2[CH:33]=[N:34][CH:35]=[CH:36][CH:37]=2)[N:9]=1. The yield is 0.530. (3) The reactants are [C@@H:1]1([N:9]2[CH:13]=[C:12](I)[CH:11]=[C:10]2[N+:15]([O-:17])=[O:16])[O:6][C@H:5]([CH2:7][OH:8])[C@@H:3]([OH:4])[CH2:2]1.C(N(CC)CC)C.[F:25][C:26]([F:36])([F:35])[C:27]([NH:29][CH2:30][CH2:31][CH2:32][C:33]#[CH:34])=[O:28]. The catalyst is [Cu]I.C1C=CC([P]([Pd]([P](C2C=CC=CC=2)(C2C=CC=CC=2)C2C=CC=CC=2)([P](C2C=CC=CC=2)(C2C=CC=CC=2)C2C=CC=CC=2)[P](C2C=CC=CC=2)(C2C=CC=CC=2)C2C=CC=CC=2)(C2C=CC=CC=2)C2C=CC=CC=2)=CC=1.CN(C=O)C. The product is [C@@H:1]1([N:9]2[CH:13]=[C:12]([C:34]#[C:33][CH2:32][CH2:31][CH2:30][NH:29][C:27](=[O:28])[C:26]([F:36])([F:25])[F:35])[CH:11]=[C:10]2[N+:15]([O-:17])=[O:16])[O:6][C@H:5]([CH2:7][OH:8])[C@@H:3]([OH:4])[CH2:2]1. The yield is 0.830. (4) The reactants are [NH2:1][C:2]1[C:3]([F:12])=[C:4]([CH2:10][OH:11])[C:5]([F:9])=[C:6]([F:8])[CH:7]=1.CCN(C(C)C)C(C)C.Br[CH2:23][CH2:24][O:25][CH2:26][CH2:27]Br. The catalyst is CN(C=O)C.CCOC(C)=O. The product is [F:9][C:5]1[C:6]([F:8])=[CH:7][C:2]([N:1]2[CH2:27][CH2:26][O:25][CH2:24][CH2:23]2)=[C:3]([F:12])[C:4]=1[CH2:10][OH:11]. The yield is 0.480. (5) The reactants are [N:1]([O-])=O.[Na+].O.[NH2:6][C:7]1[S:8][CH:9]=[CH:10][C:11]=1[S:12]([CH2:15][C:16]([NH:18][CH2:19][C:20]1[CH:25]=[CH:24][C:23]([Cl:26])=[CH:22][CH:21]=1)=[O:17])(=[O:14])=[O:13]. The catalyst is C(O)(=O)C. The product is [Cl:26][C:23]1[CH:22]=[CH:21][C:20]([CH2:19][NH:18][C:16]([C:15]2[S:12](=[O:14])(=[O:13])[C:11]3[CH:10]=[CH:9][S:8][C:7]=3[NH:6][N:1]=2)=[O:17])=[CH:25][CH:24]=1. The yield is 0.660. (6) The reactants are [N+:1]([C:4]1[CH:24]=[CH:23][C:7]([C:8]([N:10]2[CH2:15][CH2:14][N:13]([C:16]([O:18][C:19]([CH3:22])([CH3:21])[CH3:20])=[O:17])[CH2:12][CH2:11]2)=[O:9])=[CH:6][CH:5]=1)([O-])=O.[H][H]. The catalyst is CO.[Pd]. The product is [NH2:1][C:4]1[CH:5]=[CH:6][C:7]([C:8]([N:10]2[CH2:11][CH2:12][N:13]([C:16]([O:18][C:19]([CH3:20])([CH3:22])[CH3:21])=[O:17])[CH2:14][CH2:15]2)=[O:9])=[CH:23][CH:24]=1. The yield is 0.930.